Dataset: Catalyst prediction with 721,799 reactions and 888 catalyst types from USPTO. Task: Predict which catalyst facilitates the given reaction. (1) Reactant: [N+]([O-])([O-])=O.[Na+].N[C@@H:7]([CH2:11][CH2:12][O:13][CH3:14])[C:8]([OH:10])=[O:9]. Product: [C:8]([O:10][C@@H:7]([CH2:11][CH2:12][O:13][CH3:14])[C:8]([OH:10])=[O:9])(=[O:9])[CH3:7]. The catalyst class is: 15. (2) Reactant: [CH2:1]([O:3][C:4]1([C:7]2[CH:23]=[CH:22][C:10]([O:11][Si](C(C)C)(C(C)C)C(C)C)=[CH:9][C:8]=2[C:24]([CH3:27])([CH3:26])[CH3:25])[CH2:6][CH2:5]1)[CH3:2].[F-].C([N+](CCCC)(CCCC)CCCC)CCC. Product: [CH2:1]([O:3][C:4]1([C:7]2[CH:23]=[CH:22][C:10]([OH:11])=[CH:9][C:8]=2[C:24]([CH3:25])([CH3:27])[CH3:26])[CH2:6][CH2:5]1)[CH3:2]. The catalyst class is: 1. (3) Reactant: [C:1]([C:5]1[CH:6]=[C:7]([C:20]([O:22]CC)=[O:21])[N:8]([CH2:10][C:11]2[C:16]([CH3:17])=[CH:15][C:14]([CH3:18])=[CH:13][C:12]=2[CH3:19])[N:9]=1)([CH3:4])([CH3:3])[CH3:2].[OH-].[Na+].Cl. Product: [C:1]([C:5]1[CH:6]=[C:7]([C:20]([OH:22])=[O:21])[N:8]([CH2:10][C:11]2[C:16]([CH3:17])=[CH:15][C:14]([CH3:18])=[CH:13][C:12]=2[CH3:19])[N:9]=1)([CH3:4])([CH3:2])[CH3:3]. The catalyst class is: 20. (4) Reactant: [OH:1][C:2]1[CH:9]=[CH:8][C:5]([CH:6]=[O:7])=[CH:4][CH:3]=1.N1C=CN=C1.[Si:15](Cl)([C:18]([CH3:21])([CH3:20])[CH3:19])([CH3:17])[CH3:16]. Product: [Si:15]([O:1][C:2]1[CH:9]=[CH:8][C:5]([CH:6]=[O:7])=[CH:4][CH:3]=1)([C:18]([CH3:21])([CH3:20])[CH3:19])([CH3:17])[CH3:16]. The catalyst class is: 31. (5) Reactant: [CH2:1]([OH:12])[CH2:2][CH2:3][CH2:4][CH2:5][CH2:6][CH2:7][CH2:8][CH2:9][CH:10]=[CH2:11].CC(C)([O-])C.[K+].[F:19][C:20]1[C:27]([F:28])=[C:26]([F:29])[C:25]([F:30])=[C:24]([F:31])[C:21]=1[CH2:22]Br. Product: [F:19][C:20]1[C:21]([CH2:22][O:12][CH2:1][CH2:2][CH2:3][CH2:4][CH2:5][CH2:6][CH2:7][CH2:8][CH2:9][CH:10]=[CH2:11])=[C:24]([F:31])[C:25]([F:30])=[C:26]([F:29])[C:27]=1[F:28]. The catalyst class is: 7. (6) Reactant: [F:1][C:2]1[CH:7]=[CH:6][C:5]([N+:8]([O-])=O)=[CH:4][C:3]=1[O:11][CH2:12][CH2:13][O:14][CH3:15].C(O)C.N#N.[H][H]. Product: [F:1][C:2]1[CH:7]=[CH:6][C:5]([NH2:8])=[CH:4][C:3]=1[O:11][CH2:12][CH2:13][O:14][CH3:15]. The catalyst class is: 78.